This data is from Forward reaction prediction with 1.9M reactions from USPTO patents (1976-2016). The task is: Predict the product of the given reaction. (1) Given the reactants P(Cl)(Cl)(Cl)=O.[NH:6]1[CH2:11][CH2:10][CH2:9][CH2:8][C:7]1=O.[C:13]([C:17]1[CH:22]=[CH:21][C:20]([C:23]2[CH:28]=[C:27]([CH3:29])[C:26]([NH2:30])=[CH:25][C:24]=2[CH3:31])=[CH:19][CH:18]=1)([CH3:16])([CH3:15])[CH3:14].[OH-].[Na+], predict the reaction product. The product is: [C:13]([C:17]1[CH:18]=[CH:19][C:20]([C:23]2[CH:28]=[C:27]([CH3:29])[C:26]([N:30]=[C:7]3[CH2:8][CH2:9][CH2:10][CH2:11][NH:6]3)=[CH:25][C:24]=2[CH3:31])=[CH:21][CH:22]=1)([CH3:16])([CH3:15])[CH3:14]. (2) Given the reactants [CH3:1][C:2]1[CH:7]=[CH:6][C:5]([C:8]2[O:12][N:11]=[CH:10][C:9]=2[C:13]([OH:15])=O)=[CH:4][CH:3]=1.[CH2:16]([NH:23][CH2:24][C:25]1[CH:30]=[CH:29][CH:28]=[CH:27][CH:26]=1)[C:17]1[CH:22]=[CH:21][CH:20]=[CH:19][CH:18]=1, predict the reaction product. The product is: [CH2:24]([N:23]([CH2:16][C:17]1[CH:22]=[CH:21][CH:20]=[CH:19][CH:18]=1)[C:13]([C:9]1[CH:10]=[N:11][O:12][C:8]=1[C:5]1[CH:4]=[CH:3][C:2]([CH3:1])=[CH:7][CH:6]=1)=[O:15])[C:25]1[CH:30]=[CH:29][CH:28]=[CH:27][CH:26]=1. (3) Given the reactants [F:1][C:2]1[CH:3]=[C:4]2[C:9](=[CH:10][CH:11]=1)[N:8]=[C:7]([O:12][CH3:13])[C:6]([NH:14][C:15](=[O:19])OCC)=[N:5]2.[CH3:20][C:21]1[CH:22]=[C:23]([N:28]2[CH2:33][CH2:32][NH:31][CH2:30][CH2:29]2)[CH:24]=[C:25]([CH3:27])[CH:26]=1, predict the reaction product. The product is: [F:1][C:2]1[CH:3]=[C:4]2[C:9](=[CH:10][CH:11]=1)[N:8]=[C:7]([O:12][CH3:13])[C:6]([NH:14][C:15]([N:31]1[CH2:32][CH2:33][N:28]([C:23]3[CH:24]=[C:25]([CH3:27])[CH:26]=[C:21]([CH3:20])[CH:22]=3)[CH2:29][CH2:30]1)=[O:19])=[N:5]2. (4) Given the reactants CS(O[CH2:6][CH2:7][N:8]1[CH:12]=[C:11]([B:13]2[O:17]C(C)(C)C(C)(C)[O:14]2)[CH:10]=[N:9]1)(=O)=O.[CH3:22][N:23]1[CH2:28][CH2:27][NH:26][CH2:25][CH2:24]1, predict the reaction product. The product is: [CH3:22][N:23]1[CH2:28][CH2:27][N:26]([CH2:6][CH2:7][N:8]2[CH:12]=[C:11]([B:13]([OH:14])[OH:17])[CH:10]=[N:9]2)[CH2:25][CH2:24]1. (5) Given the reactants C(NC(C)C)(C)C.C([Li])CCC.[CH2:13]([Si:15](Cl)([CH2:18][CH3:19])[CH2:16][CH3:17])[CH3:14].[CH3:21][Si:22]([O:25][C:26](=[O:33])[CH2:27][O:28][Si:29]([CH3:32])([CH3:31])[CH3:30])([CH3:24])[CH3:23], predict the reaction product. The product is: [CH2:13]([Si:15]([CH2:18][CH3:19])([CH2:16][CH3:17])[O:33][CH:26]([O:25][Si:22]([CH3:24])([CH3:23])[CH3:21])[CH2:27][O:28][Si:29]([CH3:30])([CH3:32])[CH3:31])[CH3:14]. (6) Given the reactants [CH2:1]([N:10]1[C:15](=[O:16])[C:14]([CH2:17]OS(C)(=O)=O)=[CH:13][C:12]([C:23]2[CH:28]=[CH:27][C:26]([F:29])=[C:25]([CH3:30])[CH:24]=2)=[N:11]1)[CH:2]=[CH:3][C:4]1[CH:9]=[CH:8][CH:7]=[CH:6][CH:5]=1.[CH3:31][N:32]1[CH2:37][CH2:36][NH:35][CH2:34][CH2:33]1, predict the reaction product. The product is: [CH2:1]([N:10]1[C:15](=[O:16])[C:14]([CH2:17][N:35]2[CH2:36][CH2:37][N:32]([CH3:31])[CH2:33][CH2:34]2)=[CH:13][C:12]([C:23]2[CH:28]=[CH:27][C:26]([F:29])=[C:25]([CH3:30])[CH:24]=2)=[N:11]1)[CH:2]=[CH:3][C:4]1[CH:9]=[CH:8][CH:7]=[CH:6][CH:5]=1.